This data is from Catalyst prediction with 721,799 reactions and 888 catalyst types from USPTO. The task is: Predict which catalyst facilitates the given reaction. Reactant: [OH:1][CH2:2][C@H:3]([NH:7][C:8]([C:10]1[C:19]2[C:14](=[CH:15][CH:16]=[CH:17][CH:18]=2)[N:13]=[C:12]([C:20]2[CH:25]=[CH:24][CH:23]=[CH:22][CH:21]=2)[CH:11]=1)=[O:9])[C@H:4]([OH:6])[CH3:5].[CH3:26][O:27][C:28]1(OC)[CH:47]=[CH:46][C:31]([C:32](Cl)([C:39]2[CH:44]=[CH:43][CH:42]=[CH:41][CH:40]=2)[C:33]2[CH:38]=[CH:37][CH:36]=[CH:35][CH:34]=2)=[CH:30][CH2:29]1.[CH3:50][OH:51]. Product: [CH3:50][O:51][C:42]1[CH:41]=[CH:40][C:39]([C:32]([O:1][CH2:2][C@H:3]([NH:7][C:8]([C:10]2[C:19]3[C:14](=[CH:15][CH:16]=[CH:17][CH:18]=3)[N:13]=[C:12]([C:20]3[CH:25]=[CH:24][CH:23]=[CH:22][CH:21]=3)[CH:11]=2)=[O:9])[C@H:4]([OH:6])[CH3:5])([C:33]2[CH:34]=[CH:35][CH:36]=[CH:37][CH:38]=2)[C:31]2[CH:30]=[CH:29][C:28]([O:27][CH3:26])=[CH:47][CH:46]=2)=[CH:44][CH:43]=1. The catalyst class is: 17.